From a dataset of Full USPTO retrosynthesis dataset with 1.9M reactions from patents (1976-2016). Predict the reactants needed to synthesize the given product. (1) Given the product [Cl:59][C:32]1[CH:31]=[CH:30][C:29]([C@H:28]2[CH2:36][O:35]2)=[CH:34][CH:33]=1, predict the reactants needed to synthesize it. The reactants are: CC[C@H]1[C@H]2C[C@H]([C@H](OC3[C:34]4[C:29](=[CH:30][CH:31]=[CH:32][CH:33]=4)[C:28]([O:35][C@H:36](C4C=CN=C5C=4C=C(OC)C=C5)[C@@H]4N5C[C@H](CC)[C@@H](CC5)C4)=NN=3)C3C=CN=C4C=3C=C(OC)C=C4)N(CC2)C1.[Cl:59]C1C=CC(C=C)=CC=1.S([O-])([O-])=O.[Na+].[Na+].C(OC)(OC)(OC)C.Cl[Si](C)(C)C. (2) Given the product [ClH:1].[CH3:41][C:38]1[S:39][CH:40]=[C:36]([C:33]2[N:22]3[CH2:23][CH2:24][NH:25][CH2:20][C:21]3=[N:35][N:34]=2)[N:37]=1, predict the reactants needed to synthesize it. The reactants are: [ClH:1].N1N=C(C2N=C(C(C)C)OC=2)N2CCNCC=12.C[CH:20]1[N:25](C(OC(C)(C)C)=O)[CH2:24][CH2:23][N:22]2[C:33]([C:36]3[N:37]=[C:38]([CH3:41])[S:39][CH:40]=3)=[N:34][N:35]=[C:21]12.Cl.C(C1SC=C(C2N3CCNCC3=NN=2)N=1)(C)C. (3) The reactants are: [Cl:1][C:2]1[CH:3]=[C:4]([NH:23][CH2:24][C:25]2[N:26]=[N:27][N:28]([CH:30]3[CH2:39][CH2:38][C:33]4(OCC[O:34]4)[CH2:32][CH2:31]3)[CH:29]=2)[CH:5]=[C:6]2[C:11]=1[N:10]=[CH:9][C:8]([C:12]#[N:13])=[C:7]2[NH:14][C:15]1[CH:20]=[CH:19][C:18]([F:21])=[C:17]([Cl:22])[CH:16]=1.C(O)(C(F)(F)F)=O.CC(C)=O. Given the product [Cl:1][C:2]1[CH:3]=[C:4]([NH:23][CH2:24][C:25]2[N:26]=[N:27][N:28]([CH:30]3[CH2:31][CH2:32][C:33](=[O:34])[CH2:38][CH2:39]3)[CH:29]=2)[CH:5]=[C:6]2[C:11]=1[N:10]=[CH:9][C:8]([C:12]#[N:13])=[C:7]2[NH:14][C:15]1[CH:20]=[CH:19][C:18]([F:21])=[C:17]([Cl:22])[CH:16]=1, predict the reactants needed to synthesize it. (4) Given the product [NH2:25][C:14]1[N:13]=[C:12]([N:8]2[CH2:7][CH2:6][C:5]3[C:10](=[CH:11][C:2]([N:30]4[CH2:29][CH2:28][C:27]([C:33]5[CH:38]=[CH:37][CH:36]=[CH:35][CH:34]=5)([OH:26])[CH2:32][CH2:31]4)=[CH:3][CH:4]=3)[CH2:9]2)[CH:17]=[C:16]([N:18]2[CH2:23][CH2:22][N:21]([CH3:24])[CH2:20][CH2:19]2)[N:15]=1, predict the reactants needed to synthesize it. The reactants are: Br[C:2]1[CH:11]=[C:10]2[C:5]([CH2:6][CH2:7][N:8]([C:12]3[CH:17]=[C:16]([N:18]4[CH2:23][CH2:22][N:21]([CH3:24])[CH2:20][CH2:19]4)[N:15]=[C:14]([NH2:25])[N:13]=3)[CH2:9]2)=[CH:4][CH:3]=1.[OH:26][C:27]1([C:33]2[CH:38]=[CH:37][CH:36]=[CH:35][CH:34]=2)[CH2:32][CH2:31][NH:30][CH2:29][CH2:28]1. (5) Given the product [N+:11]([C:14]1[CH:19]=[CH:18][C:17]([N:20]2[CH2:26][CH2:25][CH2:24][C:23](=[O:27])[CH2:22][CH2:21]2)=[CH:16][CH:15]=1)([O-:13])=[O:12], predict the reactants needed to synthesize it. The reactants are: C(Cl)(=O)C(Cl)=O.CS(C)=O.[N+:11]([C:14]1[CH:19]=[CH:18][C:17]([N:20]2[CH2:26][CH2:25][CH2:24][CH:23]([OH:27])[CH2:22][CH2:21]2)=[CH:16][CH:15]=1)([O-:13])=[O:12].CCN(CC)CC. (6) Given the product [F:36][C:37]1[CH:38]=[C:39]([CH2:40][CH:15]([NH:14][C:12](=[O:13])[CH2:11][N:60]2[C:61]3[CH2:62][CH2:63][CH2:64][CH2:65][C:66]=3[C:58]([C:57]([F:56])([F:72])[F:71])=[N:59]2)[C:23]2[C:28]([C:29]3[CH:34]=[CH:33][CH:32]=[CH:31][C:30]=3[CH3:35])=[CH:27][CH:26]=[CH:25][N:24]=2)[CH:43]=[C:44]([F:46])[CH:45]=1, predict the reactants needed to synthesize it. The reactants are: OC1C=C2C(C([CH2:11][C:12]([NH:14][CH:15]([C:23]3[C:28]([C:29]4[CH:34]=[CH:33][CH:32]=[CH:31][C:30]=4[CH3:35])=[CH:27][CH:26]=[CH:25][N:24]=3)CC3C=CC=CC=3)=[O:13])=CN2)=CC=1.[F:36][C:37]1[CH:38]=[C:39]([CH:43]=[C:44]([F:46])[CH:45]=1)[CH2:40][Mg]Cl.C([Mg]Cl)C1C=CC=CC=1.[F:56][C:57]([F:72])([F:71])[C:58]1[C:66]2[CH2:65][CH2:64][CH2:63][CH2:62][C:61]=2[N:60](CC(O)=O)[N:59]=1.OC1C=C2C(=CC=1)NC=C2CC(O)=O. (7) Given the product [F:17][C:14]1[CH:15]=[CH:16][C:11]([C@@H:9]([NH:8][C:6]2[CH:5]=[C:4]([C:18]3[CH:19]=[N:20][N:21]([CH3:23])[CH:22]=3)[CH:3]=[C:2]([NH:24][C:25]3[CH:30]=[N:29][CH:28]=[CH:27][N:26]=3)[N:7]=2)[CH3:10])=[CH:12][CH:13]=1, predict the reactants needed to synthesize it. The reactants are: Cl[C:2]1[N:7]=[C:6]([NH:8][C@H:9]([C:11]2[CH:16]=[CH:15][C:14]([F:17])=[CH:13][CH:12]=2)[CH3:10])[CH:5]=[C:4]([C:18]2[CH:19]=[N:20][N:21]([CH3:23])[CH:22]=2)[CH:3]=1.[NH2:24][C:25]1[CH:30]=[N:29][CH:28]=[CH:27][N:26]=1.CC(C)([O-])C.[Na+].C1(C)C=CC=CC=1. (8) Given the product [C:15]([O:14][C:12]([N:7]1[C:6]2[CH:10]=[C:2]([F:1])[CH:3]=[C:4]([I:11])[C:5]=2[N:9]=[CH:8]1)=[O:13])([CH3:18])([CH3:17])[CH3:16], predict the reactants needed to synthesize it. The reactants are: [F:1][C:2]1[CH:3]=[C:4]([I:11])[C:5]2[N:9]=[CH:8][NH:7][C:6]=2[CH:10]=1.[C:12](O[C:12]([O:14][C:15]([CH3:18])([CH3:17])[CH3:16])=[O:13])([O:14][C:15]([CH3:18])([CH3:17])[CH3:16])=[O:13].CN(C1C=CC=CN=1)C. (9) Given the product [C:3]([C:6]1[C:19]2[C:10](=[C:11]3[CH2:22][CH2:21][CH2:20][N:13]4[CH2:14][CH2:15][CH2:16][C:17]([CH:18]=2)=[C:12]34)[O:9][C:8](=[O:23])[C:7]=1[Br:1])(=[O:5])[CH3:4], predict the reactants needed to synthesize it. The reactants are: [Br:1]Br.[C:3]([C:6]1[C:19]2[C:10](=[C:11]3[CH2:22][CH2:21][CH2:20][N:13]4[CH2:14][CH2:15][CH2:16][C:17]([CH:18]=2)=[C:12]34)[O:9][C:8](=[O:23])[CH:7]=1)(=[O:5])[CH3:4].[OH-].[Na+].